Task: Regression. Given two drug SMILES strings and cell line genomic features, predict the synergy score measuring deviation from expected non-interaction effect.. Dataset: NCI-60 drug combinations with 297,098 pairs across 59 cell lines Drug 1: C1CCC(C1)C(CC#N)N2C=C(C=N2)C3=C4C=CNC4=NC=N3. Drug 2: C1=NNC2=C1C(=O)NC=N2. Cell line: NCIH23. Synergy scores: CSS=20.0, Synergy_ZIP=-3.25, Synergy_Bliss=1.08, Synergy_Loewe=2.53, Synergy_HSA=2.60.